This data is from Full USPTO retrosynthesis dataset with 1.9M reactions from patents (1976-2016). The task is: Predict the reactants needed to synthesize the given product. (1) Given the product [CH3:19][O:15][C:14](=[O:16])[CH2:13][C:10]1[CH:11]=[CH:12][C:7]([OH:6])=[C:8]([O:17][CH3:18])[CH:9]=1, predict the reactants needed to synthesize it. The reactants are: S(=O)(=O)(O)O.[OH:6][C:7]1[CH:12]=[CH:11][C:10]([CH2:13][C:14]([OH:16])=[O:15])=[CH:9][C:8]=1[O:17][CH3:18].[CH3:19]O. (2) Given the product [CH2:1]([O:8][CH2:9][C@@H:10]([C:19]([N:24]([O:25][CH3:26])[CH3:23])=[O:21])[NH:11][C:12]([O:14][C:15]([CH3:16])([CH3:17])[CH3:18])=[O:13])[C:2]1[CH:3]=[CH:4][CH:5]=[CH:6][CH:7]=1, predict the reactants needed to synthesize it. The reactants are: [CH2:1]([O:8][CH2:9][C@@H:10]([C:19]([OH:21])=O)[NH:11][C:12]([O:14][C:15]([CH3:18])([CH3:17])[CH3:16])=[O:13])[C:2]1[CH:7]=[CH:6][CH:5]=[CH:4][CH:3]=1.Cl.[CH3:23][NH:24][O:25][CH3:26].CN1CCOCC1. (3) Given the product [F:1][C:2]1[CH:15]=[CH:14][C:5]([CH2:6][S:7](/[CH:10]=[CH:11]/[C:22]2[CH:21]=[CH:18][C:17]([F:16])=[CH:24][C:23]=2[F:25])(=[O:9])=[O:8])=[CH:4][CH:3]=1, predict the reactants needed to synthesize it. The reactants are: [F:1][C:2]1[CH:15]=[CH:14][C:5]([CH2:6][S:7]([CH2:10][C:11](O)=O)(=[O:9])=[O:8])=[CH:4][CH:3]=1.[F:16][C:17]1[CH:24]=[C:23]([F:25])[CH:22]=[CH:21][C:18]=1C=O. (4) Given the product [Cl:2][C:3]1[CH:4]=[C:5]([CH2:10][C:11]([NH2:12])=[S:22])[CH:6]=[CH:7][C:8]=1[Cl:9], predict the reactants needed to synthesize it. The reactants are: S.[Cl:2][C:3]1[CH:4]=[C:5]([CH2:10][C:11]#[N:12])[CH:6]=[CH:7][C:8]=1[Cl:9].C(N(CC)CC)C.C(N)(=[S:22])C. (5) Given the product [C:1]([C:5]1[C:19]([OH:20])=[C:18]([CH2:21][CH:22]([CH3:24])[CH3:23])[C:8]2[CH2:9][C:10]3([O:17][C:7]=2[CH:6]=1)[CH2:16][CH2:15][CH2:14][CH2:13][CH2:12][CH2:11]3)([CH3:4])([CH3:3])[CH3:2], predict the reactants needed to synthesize it. The reactants are: [C:1]([C:5]1[C:19]([OH:20])=[C:18]([CH2:21][C:22]([CH3:24])=[CH2:23])[C:8]2[CH2:9][C:10]3([O:17][C:7]=2[CH:6]=1)[CH2:16][CH2:15][CH2:14][CH2:13][CH2:12][CH2:11]3)([CH3:4])([CH3:3])[CH3:2].